Dataset: Forward reaction prediction with 1.9M reactions from USPTO patents (1976-2016). Task: Predict the product of the given reaction. (1) Given the reactants [CH3:1][O:2][C:3]([CH:5]1[CH2:9][CH:8]([OH:10])[CH2:7][N:6]1[C:11]([O:13][C:14]([CH3:17])([CH3:16])[CH3:15])=[O:12])=[O:4].C1N=CN([C:23]([N:25]2[CH:29]=N[CH:27]=[CH:26]2)=[O:24])C=1.[F:30][C:31]1C=[CH:38][CH:37]=[C:36]2[C:32]=1CNC2, predict the reaction product. The product is: [CH3:1][O:2][C:3]([C@@H:5]1[CH2:9][C@@H:8]([O:10][C:23]([N:25]2[CH2:26][C:27]3[C:38](=[CH:37][CH:36]=[CH:32][C:31]=3[F:30])[CH2:29]2)=[O:24])[CH2:7][N:6]1[C:11]([O:13][C:14]([CH3:17])([CH3:16])[CH3:15])=[O:12])=[O:4]. (2) Given the reactants [CH3:1][C:2]1[CH:3]=[C:4]([CH:7]=[CH:8][C:9]=1[CH3:10])[CH:5]=O.[C:11]([NH:14][CH2:15][C:16]([OH:18])=[O:17])(=O)[CH3:12].C([O-])(=O)C.[Na+], predict the reaction product. The product is: [CH3:1][C:2]1[CH:3]=[C:4]([CH:7]=[CH:8][C:9]=1[CH3:10])/[CH:5]=[C:15]1\[N:14]=[C:11]([CH3:12])[O:18][C:16]\1=[O:17]. (3) Given the reactants [NH:1]1[CH2:8][CH2:7][CH2:6][C@H:2]1[C:3]([OH:5])=[O:4].C(N(CC)CC)C.[CH3:16][C:17]([O:20][C:21](O[C:21]([O:20][C:17]([CH3:19])([CH3:18])[CH3:16])=[O:22])=[O:22])([CH3:19])[CH3:18].C(Cl)(Cl)Cl.CO, predict the reaction product. The product is: [N:1]1([C:21]([O:20][C:17]([CH3:19])([CH3:18])[CH3:16])=[O:22])[CH2:8][CH2:7][CH2:6][C@H:2]1[C:3]([OH:5])=[O:4]. (4) Given the reactants C1N=C[N:3](C(N2C=NC=C2)=O)C=1.[C:13]([C:17]1[CH:18]=[C:19]([C:27]2[C:32]([CH2:33][CH:34]3[CH2:39][CH2:38][CH2:37][CH2:36][CH2:35]3)=[CH:31][CH:30]=[C:29]([C:40]([OH:42])=O)[CH:28]=2)[CH:20]=[C:21]([C:23]([CH3:26])([CH3:25])[CH3:24])[CH:22]=1)([CH3:16])([CH3:15])[CH3:14].N, predict the reaction product. The product is: [C:13]([C:17]1[CH:18]=[C:19]([C:27]2[C:32]([CH2:33][CH:34]3[CH2:39][CH2:38][CH2:37][CH2:36][CH2:35]3)=[CH:31][CH:30]=[C:29]([C:40]([NH2:3])=[O:42])[CH:28]=2)[CH:20]=[C:21]([C:23]([CH3:26])([CH3:25])[CH3:24])[CH:22]=1)([CH3:16])([CH3:15])[CH3:14]. (5) Given the reactants C[O:2][C:3](=[O:39])[CH2:4][CH2:5][C:6]1[CH:11]=[C:10]([C:12]2[O:13][CH:14]=[C:15]([C:17]([N:19]3[CH2:24][CH2:23][CH2:22][C:21]([F:26])([F:25])[CH2:20]3)=[O:18])[N:16]=2)[CH:9]=[CH:8][C:7]=1[CH2:27][NH:28][C:29](=[O:38])[C:30]([F:37])([F:36])[C:31]1[S:32][CH:33]=[CH:34][CH:35]=1.[OH-].[Li+].O, predict the reaction product. The product is: [F:26][C:21]1([F:25])[CH2:22][CH2:23][CH2:24][N:19]([C:17]([C:15]2[N:16]=[C:12]([C:10]3[CH:9]=[CH:8][C:7]([CH2:27][NH:28][C:29](=[O:38])[C:30]([F:36])([F:37])[C:31]4[S:32][CH:33]=[CH:34][CH:35]=4)=[C:6]([CH2:5][CH2:4][C:3]([OH:39])=[O:2])[CH:11]=3)[O:13][CH:14]=2)=[O:18])[CH2:20]1. (6) Given the reactants [NH2:1][C:2]1[CH:3]=[CH:4][C:5]([F:11])=[C:6]([CH:10]=1)[C:7]([OH:9])=O.[CH:12]([N:15](C(C)C)CC)([CH3:14])[CH3:13].C(N)(C)C, predict the reaction product. The product is: [NH2:1][C:2]1[CH:3]=[CH:4][C:5]([F:11])=[C:6]([CH:10]=1)[C:7]([NH:15][CH:12]([CH3:14])[CH3:13])=[O:9]. (7) Given the reactants [Br:1][C:2]1[S:3][C:4]([CH3:11])=[C:5]([C:7](OC)=[O:8])[N:6]=1.CO.[BH4-].[Li+], predict the reaction product. The product is: [Br:1][C:2]1[S:3][C:4]([CH3:11])=[C:5]([CH2:7][OH:8])[N:6]=1.